From a dataset of Catalyst prediction with 721,799 reactions and 888 catalyst types from USPTO. Predict which catalyst facilitates the given reaction. (1) Reactant: [OH:1][C:2]1[CH:11]=[C:10]2[C:5]([C:6]([C:13]([O:15][CH2:16][CH3:17])=[O:14])=[CH:7][C:8](=[O:12])[O:9]2)=[CH:4][CH:3]=1.N1C=CC=CC=1.[F:24][C:25]([F:38])([F:37])[S:26](O[S:26]([C:25]([F:38])([F:37])[F:24])(=[O:28])=[O:27])(=[O:28])=[O:27].C(OCC)C. Product: [O:12]=[C:8]1[CH:7]=[C:6]([C:13]([O:15][CH2:16][CH3:17])=[O:14])[C:5]2[C:10](=[CH:11][C:2]([O:1][S:26]([C:25]([F:38])([F:37])[F:24])(=[O:28])=[O:27])=[CH:3][CH:4]=2)[O:9]1. The catalyst class is: 46. (2) Reactant: Cl[C:2]1[C:11]2[C:6](=[CH:7][C:8]([S:12]([O:15][C:16]3[C:21]([F:22])=[C:20]([F:23])[C:19]([F:24])=[C:18]([F:25])[C:17]=3[F:26])(=[O:14])=[O:13])=[CH:9][CH:10]=2)[CH:5]=[CH:4][N:3]=1.[Cl:27][C:28]1[CH:35]=[C:34]([O:36][CH3:37])[C:33](B2OC(C)(C)C(C)(C)O2)=[CH:32][C:29]=1[C:30]#[N:31].C(=O)([O-])[O-].[K+].[K+]. Product: [Cl:27][C:28]1[C:29]([C:30]#[N:31])=[CH:32][C:33]([C:2]2[C:11]3[C:6](=[CH:7][C:8]([S:12]([O:15][C:16]4[C:17]([F:26])=[C:18]([F:25])[C:19]([F:24])=[C:20]([F:23])[C:21]=4[F:22])(=[O:14])=[O:13])=[CH:9][CH:10]=3)[CH:5]=[CH:4][N:3]=2)=[C:34]([O:36][CH3:37])[CH:35]=1. The catalyst class is: 73.